From a dataset of Catalyst prediction with 721,799 reactions and 888 catalyst types from USPTO. Predict which catalyst facilitates the given reaction. (1) Reactant: [Br:1][C:2]1[CH:3]=[C:4]([CH:24]=[C:25]([Br:28])[C:26]=1[OH:27])[CH2:5][C@H:6]([C:21]([OH:23])=O)[NH:7][C:8]([NH:10][CH2:11][CH2:12][C:13]1[CH:18]=[CH:17][CH:16]=[C:15]([O:19][CH3:20])[CH:14]=1)=[O:9].[CH3:29]CN(C(C)C)C(C)C.CN(C(ON1N=NC2C=CC=CC1=2)=[N+](C)C)C.[B-](F)(F)(F)F.C1C=CC2N(O)N=NC=2C=1.[NH2:70][C@H:71]([C:84]([O:86]C)=[O:85])[CH2:72][CH2:73][CH2:74][CH2:75][NH:76][C:77]([O:79][C:80]([CH3:83])([CH3:82])[CH3:81])=[O:78]. Product: [CH3:29][N:70]([C:21](=[O:23])[C@@H:6]([CH2:5][C:4]1[CH:24]=[C:25]([Br:28])[C:26]([OH:27])=[C:2]([Br:1])[CH:3]=1)[NH:7][C:8]([NH:10][CH2:11][CH2:12][C:13]1[CH:18]=[CH:17][CH:16]=[C:15]([O:19][CH3:20])[CH:14]=1)=[O:9])[C@H:71]([C:84]([OH:86])=[O:85])[CH2:72][CH2:73][CH2:74][CH2:75][NH:76][C:77]([O:79][C:80]([CH3:83])([CH3:82])[CH3:81])=[O:78]. The catalyst class is: 9. (2) Reactant: [C:1]([C:3]1[CH:4]=[C:5]([OH:9])[CH:6]=[CH:7][CH:8]=1)#[N:2].[ClH:10]. Product: [ClH:10].[OH:9][C:5]1[CH:4]=[C:3]([CH:8]=[CH:7][CH:6]=1)[CH2:1][NH2:2]. The catalyst class is: 29. (3) Reactant: C(=O)([O-])[O-].[Cs+].[Cs+].CC1(C)C2C(=C(P(C3C=CC=CC=3)C3C=CC=CC=3)C=CC=2)OC2C(P(C3C=CC=CC=3)C3C=CC=CC=3)=CC=CC1=2.[C:49]1([C:55]2([C:69]3[CH:74]=[CH:73][CH:72]=[CH:71][CH:70]=3)[C:68]3[CH:67]=[CH:66][CH:65]=[CH:64][C:63]=3[NH:62][C:61]3[C:56]2=[CH:57][CH:58]=[CH:59][CH:60]=3)[CH:54]=[CH:53][CH:52]=[CH:51][CH:50]=1.Br[C:76]1[CH:77]=[CH:78][C:79]2[N:80]([C:89]3[CH:94]=[CH:93][CH:92]=[CH:91][CH:90]=3)[C:81]3[C:86]([C:87]=2[CH:88]=1)=[CH:85][CH:84]=[CH:83][CH:82]=3. Product: [C:69]1([C:55]2([C:49]3[CH:50]=[CH:51][CH:52]=[CH:53][CH:54]=3)[C:56]3[CH:57]=[CH:58][CH:59]=[CH:60][C:61]=3[N:62]([C:84]3[CH:83]=[CH:82][C:81]4[N:80]([C:89]5[CH:94]=[CH:93][CH:92]=[CH:91][CH:90]=5)[C:79]5[C:87]([C:86]=4[CH:85]=3)=[CH:88][CH:76]=[CH:77][CH:78]=5)[C:63]3[C:68]2=[CH:67][CH:66]=[CH:65][CH:64]=3)[CH:70]=[CH:71][CH:72]=[CH:73][CH:74]=1. The catalyst class is: 164.